Dataset: Catalyst prediction with 721,799 reactions and 888 catalyst types from USPTO. Task: Predict which catalyst facilitates the given reaction. (1) Reactant: [CH2:1]([O:8][C@@H:9]1[C@@H:14]([O:15][CH2:16][C:17]2[CH:22]=[CH:21][CH:20]=[CH:19][CH:18]=2)[C@H:13]([O:23][CH2:24][C:25]2[CH:30]=[CH:29][CH:28]=[CH:27][CH:26]=2)[C@@H:12]([CH2:31][O:32][CH2:33][C:34]2[CH:39]=[CH:38][CH:37]=[CH:36][CH:35]=2)[O:11][C@:10]21[C:43]1[CH:44]=[C:45]([CH2:49][C:50]3[CH:55]=[CH:54][C:53]([CH2:56][CH3:57])=[CH:52][CH:51]=3)[C:46]([Cl:48])=[CH:47][C:42]=1[O:41][C@H:40]2[OH:58])[C:2]1[CH:7]=[CH:6][CH:5]=[CH:4][CH:3]=1.[Cr](Cl)([O-])(=O)=O.[NH+]1C=CC=CC=1.CCOC(C)=O. Product: [CH2:1]([O:8][C@@H:9]1[C@@H:14]([O:15][CH2:16][C:17]2[CH:22]=[CH:21][CH:20]=[CH:19][CH:18]=2)[C@H:13]([O:23][CH2:24][C:25]2[CH:26]=[CH:27][CH:28]=[CH:29][CH:30]=2)[C@@H:12]([CH2:31][O:32][CH2:33][C:34]2[CH:39]=[CH:38][CH:37]=[CH:36][CH:35]=2)[O:11][C@:10]21[C:43]1[CH:44]=[C:45]([CH2:49][C:50]3[CH:55]=[CH:54][C:53]([CH2:56][CH3:57])=[CH:52][CH:51]=3)[C:46]([Cl:48])=[CH:47][C:42]=1[O:41][C:40]2=[O:58])[C:2]1[CH:3]=[CH:4][CH:5]=[CH:6][CH:7]=1. The catalyst class is: 2. (2) Reactant: [Cl:1][C:2]([Cl:28])([Cl:27])[CH2:3][O:4][C:5]([C@@H:7]1[CH2:12][CH2:11][CH2:10][N:9]([C:13]([O:15]C(C)(C)C)=O)[N:8]1C(OC(C)(C)C)=O)=[O:6].FC(F)(F)C(O)=O.[C:36]([O:40][C:41]([NH:43][C@@H:44]([CH2:48][O:49][Si:50]([C:63]([CH3:66])([CH3:65])[CH3:64])([C:57]1[CH:62]=[CH:61][CH:60]=[CH:59][CH:58]=1)[C:51]1[CH:56]=[CH:55][CH:54]=[CH:53][CH:52]=1)C(O)=O)=[O:42])([CH3:39])([CH3:38])[CH3:37].C(N(CC)C(C)C)(C)C.F[P-](F)(F)(F)(F)F.N1(OC(N(C)C)=[N+](C)C)C2C=CC=CC=2N=N1. Product: [Cl:28][C:2]([Cl:1])([Cl:27])[CH2:3][O:4][C:5]([C@@H:7]1[CH2:12][CH2:11][CH2:10][N:9]([C:13](=[O:15])[C@@H:44]([NH:43][C:41]([O:40][C:36]([CH3:39])([CH3:38])[CH3:37])=[O:42])[CH2:48][O:49][Si:50]([C:63]([CH3:66])([CH3:65])[CH3:64])([C:57]2[CH:58]=[CH:59][CH:60]=[CH:61][CH:62]=2)[C:51]2[CH:56]=[CH:55][CH:54]=[CH:53][CH:52]=2)[NH:8]1)=[O:6]. The catalyst class is: 545. (3) Reactant: Cl[CH:2]([CH3:6])[C:3](Cl)=[O:4].[CH3:7][O:8][C:9]1[CH:20]=[CH:19][C:12]([CH2:13][NH:14][C@H:15]([CH3:18])[CH2:16][OH:17])=[CH:11][CH:10]=1.C(N([CH2:26][CH3:27])CC)C.C[O-].[Na+].CO.Cl.O1C[CH2:37][CH2:36][CH2:35]1. Product: [CH3:7][O:8][C:9]1[CH:20]=[CH:19][C:12]([CH2:13][N:14]2[C@H:15]([CH3:18])[CH2:16][O:17][CH:2]([C:6]3[CH:27]=[CH:26][CH:37]=[CH:36][CH:35]=3)[C:3]2=[O:4])=[CH:11][CH:10]=1. The catalyst class is: 6. (4) Reactant: [Cl:1][C:2]1[CH:41]=[CH:40][CH:39]=[CH:38][C:3]=1[CH2:4][N:5]1[C:9]2[C:10](=[O:23])[N:11]([CH3:22])[C:12]3[CH:13]=[C:14]4[C:20](=[O:21])[O:19][CH2:18][C:15]4=[CH:16][C:17]=3[C:8]=2[N:7]=[C:6]1[N:24]1[CH2:29][CH2:28][CH2:27][C@@H:26]([NH:30]C(=O)OC(C)(C)C)[CH2:25]1.Cl.O1CCOCC1. Product: [ClH:1].[NH2:30][C@@H:26]1[CH2:27][CH2:28][CH2:29][N:24]([C:6]2[N:5]([CH2:4][C:3]3[CH:38]=[CH:39][CH:40]=[CH:41][C:2]=3[Cl:1])[C:9]3[C:10](=[O:23])[N:11]([CH3:22])[C:12]4[CH:13]=[C:14]5[C:20](=[O:21])[O:19][CH2:18][C:15]5=[CH:16][C:17]=4[C:8]=3[N:7]=2)[CH2:25]1. The catalyst class is: 22. (5) Product: [F:25][C:26]1[C:34]([O:35][CH3:36])=[CH:33][CH:32]=[C:31]([O:37][CH3:38])[C:27]=1[C:28](=[O:29])[CH:9]([C:5]1[CH:6]=[CH:7][CH:8]=[C:3]([O:2][CH3:1])[CH:4]=1)[C:10]([O:12][CH2:13][CH3:14])=[O:11]. The catalyst class is: 1. Reactant: [CH3:1][O:2][C:3]1[CH:4]=[C:5]([CH2:9][C:10]([O:12][CH2:13][CH3:14])=[O:11])[CH:6]=[CH:7][CH:8]=1.[Li+].C[Si]([N-][Si](C)(C)C)(C)C.[F:25][C:26]1[C:34]([O:35][CH3:36])=[CH:33][CH:32]=[C:31]([O:37][CH3:38])[C:27]=1[C:28](Cl)=[O:29]. (6) Reactant: [CH2:1]([O:8][C:9](=[O:23])[NH:10][CH2:11][CH:12]([OH:22])[C:13](=[O:21])[NH:14][C:15]1[CH:20]=[CH:19][CH:18]=[CH:17][CH:16]=1)[C:2]1[CH:7]=[CH:6][CH:5]=[CH:4][CH:3]=1.[CH2:24]1CN([P+](ON2N=NC3C=CC=CC2=3)(N2CCCC2)N2CCCC2)CC1.F[P-](F)(F)(F)(F)F.C1C=CC2N(O)N=NC=2C=1.C(N)C1C=CC=CC=1.CCN(C(C)C)C(C)C. Product: [CH2:1]([O:8][C:9](=[O:23])[NH:10][CH2:11][CH:12]([C:13](=[O:21])[NH:14][CH2:15][C:20]1[CH:19]=[CH:18][CH:17]=[CH:16][CH:24]=1)[OH:22])[C:2]1[CH:3]=[CH:4][CH:5]=[CH:6][CH:7]=1. The catalyst class is: 3.